This data is from Full USPTO retrosynthesis dataset with 1.9M reactions from patents (1976-2016). The task is: Predict the reactants needed to synthesize the given product. (1) Given the product [CH2:1]([O:5][Si:15]([C:12]([CH3:14])([CH3:13])[CH3:11])([CH3:17])[CH3:16])[CH2:2][C:3]#[CH:4], predict the reactants needed to synthesize it. The reactants are: [CH2:1]([OH:5])[CH2:2][C:3]#[CH:4].N1C=CN=C1.[CH3:11][C:12]([Si:15](Cl)([CH3:17])[CH3:16])([CH3:14])[CH3:13]. (2) Given the product [Br:17][C:6]1[C:5]2[O:1][CH2:2][CH2:3][C:4]=2[CH:9]=[C:8]([CH:10]=[O:11])[CH:7]=1, predict the reactants needed to synthesize it. The reactants are: [O:1]1[C:5]2[CH:6]=[CH:7][C:8]([CH:10]=[O:11])=[CH:9][C:4]=2[CH2:3][CH2:2]1.C([O-])(=O)C.[Na+].[Br:17]Br.